Dataset: Reaction yield outcomes from USPTO patents with 853,638 reactions. Task: Predict the reaction yield, written as a fraction of the theoretical maximum amount of product (1.0 means a 100% yield; for example, 0.34 means a 34% yield). (1) The reactants are [Br:1][C:2]1[CH:6]=[N:5][N:4]([CH3:7])[C:3]=1[C:8]1[CH:9]=[C:10]([NH2:17])[CH:11]=[CH:12][C:13]=1[O:14][CH2:15][CH3:16].[F:18][C:19]1[CH:24]=[CH:23][C:22]([N:25]=[C:26]=[O:27])=[CH:21][CH:20]=1. The catalyst is C(Cl)Cl. The product is [Br:1][C:2]1[CH:6]=[N:5][N:4]([CH3:7])[C:3]=1[C:8]1[CH:9]=[C:10]([NH:17][C:26]([NH:25][C:22]2[CH:23]=[CH:24][C:19]([F:18])=[CH:20][CH:21]=2)=[O:27])[CH:11]=[CH:12][C:13]=1[O:14][CH2:15][CH3:16]. The yield is 0.590. (2) The reactants are [C:1]([N:4]([CH2:22][C@@H:23]1[O:27][C:26](=[O:28])[N:25]([C:29]2[CH:34]=[CH:33][C:32]([N:35]3[CH2:42][C:41]4[C:37](=[N:38][N:39]([CH3:43])[CH:40]=4)[CH2:36]3)=[C:31]([F:44])[CH:30]=2)[CH2:24]1)[C:5]([O:7][CH2:8][O:9][C:10](=[O:21])[CH2:11][N:12](C(OC(C)(C)C)=O)[CH3:13])=[O:6])(=[O:3])[CH3:2].Cl.CCOCC. The catalyst is C(Cl)Cl. The product is [C:1]([N:4]([CH2:22][C@@H:23]1[O:27][C:26](=[O:28])[N:25]([C:29]2[CH:34]=[CH:33][C:32]([N:35]3[CH2:42][C:41]4[C:37](=[N:38][N:39]([CH3:43])[CH:40]=4)[CH2:36]3)=[C:31]([F:44])[CH:30]=2)[CH2:24]1)[C:5]([O:7][CH2:8][O:9][C:10](=[O:21])[CH2:11][NH:12][CH3:13])=[O:6])(=[O:3])[CH3:2]. The yield is 0.360. (3) The reactants are CN(C(ON1N=NC2C=CC=NC1=2)=[N+](C)C)C.F[P-](F)(F)(F)(F)F.[NH2:25][CH2:26][C:27]1[C:28]([F:44])=[C:29]([O:34][C:35]2[CH:36]=[C:37]([CH:40]=[C:41]([Cl:43])[CH:42]=2)[C:38]#[N:39])[C:30]([Cl:33])=[CH:31][CH:32]=1.[C:45]([C:48]1[C:49]([Cl:56])=[C:50]([C:53](O)=[O:54])[NH:51][CH:52]=1)(=[O:47])[CH3:46].CCN(C(C)C)C(C)C. The catalyst is CN(C=O)C. The yield is 0.0700. The product is [C:45]([C:48]1[C:49]([Cl:56])=[C:50]([C:53]([NH:25][CH2:26][C:27]2[CH:32]=[CH:31][C:30]([Cl:33])=[C:29]([O:34][C:35]3[CH:36]=[C:37]([C:38]#[N:39])[CH:40]=[C:41]([Cl:43])[CH:42]=3)[C:28]=2[F:44])=[O:54])[NH:51][CH:52]=1)(=[O:47])[CH3:46]. (4) The reactants are [CH2:1]([O:8][C:9]1[C:10](=[O:23])[CH:11]=[C:12](C(O)=O)[N:13]([CH2:15][C:16]([F:19])([F:18])[F:17])[CH:14]=1)[C:2]1[CH:7]=[CH:6][CH:5]=[CH:4][CH:3]=1. The catalyst is CN(C=O)C. The product is [CH2:1]([O:8][C:9]1[C:10](=[O:23])[CH:11]=[CH:12][N:13]([CH2:15][C:16]([F:19])([F:18])[F:17])[CH:14]=1)[C:2]1[CH:3]=[CH:4][CH:5]=[CH:6][CH:7]=1. The yield is 0.690. (5) The reactants are [C:1]([O-:4])([O-])=[O:2].[K+].[K+].[N+:7](CS(C1C=CC(C)=CC=1)(=O)=O)#[C-:8].C([C:22]1[CH:23]=[C:24]([CH:29]=[CH:30][CH:31]=1)[C:25]([O:27][CH3:28])=O)=O.Cl. The catalyst is CO. The product is [O:27]1[C:25]([C:24]2[CH:29]=[C:30]([CH:31]=[CH:22][CH:23]=2)[C:1]([OH:4])=[O:2])=[CH:8][N:7]=[CH:28]1. The yield is 0.860.